From a dataset of Forward reaction prediction with 1.9M reactions from USPTO patents (1976-2016). Predict the product of the given reaction. (1) The product is: [N:43]([CH:5]([C:6]1[N:7]=[C:8]([NH:11][CH:12]=[O:13])[S:9][CH:10]=1)[C:4]([O:3][CH2:1][CH3:2])=[O:14])=[N+:44]=[N-:45]. Given the reactants [CH2:1]([O:3][C:4](=[O:14])[CH2:5][C:6]1[N:7]=[C:8]([NH:11][CH:12]=[O:13])[S:9][CH:10]=1)[CH3:2].C[Si]([N-][Si](C)(C)C)(C)C.[K+].C(C1C=C(C(C)C)C=C(C(C)C)C=1S([N:43]=[N+:44]=[N-:45])(=O)=O)(C)C.C(O)(=O)C, predict the reaction product. (2) Given the reactants Br[C:2]1[CH:7]=[C:6]([CH2:8][NH:9][C:10]2[CH:28]=[CH:27][CH:26]=[C:25]([F:29])[C:11]=2[C:12]([NH:14][C:15]2[CH:16]=[CH:17][C:18]3[C:22]([CH:23]=2)=[N:21][N:20]([CH3:24])[CH:19]=3)=[O:13])[CH:5]=[CH:4][N:3]=1.CC1(C)C2C(=C(P(C3C=CC=CC=3)C3C=CC=CC=3)C=CC=2)OC2C(P(C3C=CC=CC=3)C3C=CC=CC=3)=CC=CC1=2.C(=O)([O-])[O-].[Cs+].[Cs+].[N:78]1([C:84]([NH2:86])=[O:85])[CH2:83][CH2:82][O:81][CH2:80][CH2:79]1, predict the reaction product. The product is: [F:29][C:25]1[C:11]([C:12](=[O:13])[NH:14][C:15]2[CH:16]=[CH:17][C:18]3[C:22]([CH:23]=2)=[N:21][N:20]([CH3:24])[CH:19]=3)=[C:10]([NH:9][CH2:8][C:6]2[CH:5]=[CH:4][N:3]=[C:2]([NH:86][C:84]([N:78]3[CH2:83][CH2:82][O:81][CH2:80][CH2:79]3)=[O:85])[CH:7]=2)[CH:28]=[CH:27][CH:26]=1. (3) Given the reactants C([NH:4][C:5]1[CH:6]=[C:7]([N:15]2[C:20](=[O:21])[C:19]([CH2:22][C:23]3[CH:24]=[N:25][CH:26]=[CH:27][CH:28]=3)=[N:18][C:17]3[CH:29]=[CH:30][CH:31]=[N:32][C:16]2=3)[CH:8]=[C:9]([C:11]([O:13][CH3:14])=[O:12])[CH:10]=1)(=O)C.[ClH:33], predict the reaction product. The product is: [ClH:33].[ClH:33].[NH2:4][C:5]1[CH:6]=[C:7]([N:15]2[C:20](=[O:21])[C:19]([CH2:22][C:23]3[CH:24]=[N:25][CH:26]=[CH:27][CH:28]=3)=[N:18][C:17]3[CH:29]=[CH:30][CH:31]=[N:32][C:16]2=3)[CH:8]=[C:9]([C:11]([O:13][CH3:14])=[O:12])[CH:10]=1. (4) Given the reactants [NH:1]1[CH2:6][CH2:5][CH2:4][CH2:3][CH2:2]1.[Br:7][C:8]1[CH:13]=[C:12]([CH3:14])[C:11]([NH:15][C:16]2[N:21]=[C:20](Cl)[N:19]=[C:18]([NH:23][C:24]3[CH:31]=[CH:30][C:27]([C:28]#[N:29])=[CH:26][CH:25]=3)[N:17]=2)=[C:10]([CH3:32])[CH:9]=1, predict the reaction product. The product is: [Br:7][C:8]1[CH:13]=[C:12]([CH3:14])[C:11]([NH:15][C:16]2[N:21]=[C:20]([N:1]3[CH2:6][CH2:5][CH2:4][CH2:3][CH2:2]3)[N:19]=[C:18]([NH:23][C:24]3[CH:25]=[CH:26][C:27]([C:28]#[N:29])=[CH:30][CH:31]=3)[N:17]=2)=[C:10]([CH3:32])[CH:9]=1. (5) Given the reactants [F:1][CH2:2][C:3]([C:7]1[CH:11]=[C:10]([NH:12][C:13](=[O:21])OC2C=CC=CC=2)[N:9]([C:22]2[CH:27]=[CH:26][CH:25]=[CH:24][CH:23]=2)[N:8]=1)([CH3:6])[CH2:4][F:5].[CH3:28][O:29][C:30]1[CH:31]=[C:32]2[C:37](=[CH:38][C:39]=1[O:40][CH2:41][CH2:42][O:43][CH3:44])[N:36]=[CH:35][N:34]=[C:33]2[O:45][C:46]1[CH:47]=[C:48]([CH:50]=[CH:51][CH:52]=1)[NH2:49].C(N(CC)C(C)C)(C)C, predict the reaction product. The product is: [F:1][CH2:2][C:3]([C:7]1[CH:11]=[C:10]([NH:12][C:13]([NH:49][C:48]2[CH:50]=[CH:51][CH:52]=[C:46]([O:45][C:33]3[C:32]4[C:37](=[CH:38][C:39]([O:40][CH2:41][CH2:42][O:43][CH3:44])=[C:30]([O:29][CH3:28])[CH:31]=4)[N:36]=[CH:35][N:34]=3)[CH:47]=2)=[O:21])[N:9]([C:22]2[CH:23]=[CH:24][CH:25]=[CH:26][CH:27]=2)[N:8]=1)([CH3:6])[CH2:4][F:5]. (6) Given the reactants [NH2:1][C:2]1[CH:29]=[C:5]2[CH2:6][N:7]([C:11]([O:13][CH2:14][C:15]3[CH:20]=[C:19]([C:21]([F:24])([F:23])[F:22])[CH:18]=[C:17]([C:25]([F:28])([F:27])[F:26])[CH:16]=3)=[O:12])[CH2:8][CH2:9][CH2:10][N:4]2[N:3]=1.[Br:30][CH2:31][CH2:32][CH2:33][CH2:34][C:35](Cl)=[O:36].CCN(C(C)C)C(C)C, predict the reaction product. The product is: [Br:30][CH2:31][CH2:32][CH2:33][CH2:34][C:35]([NH:1][C:2]1[CH:29]=[C:5]2[CH2:6][N:7]([C:11]([O:13][CH2:14][C:15]3[CH:20]=[C:19]([C:21]([F:22])([F:23])[F:24])[CH:18]=[C:17]([C:25]([F:28])([F:26])[F:27])[CH:16]=3)=[O:12])[CH2:8][CH2:9][CH2:10][N:4]2[N:3]=1)=[O:36]. (7) The product is: [OH:18][C:8]1[C:7]([CH3:6])=[C:16]2[C:15](=[C:14]3[CH:13]=[CH:12][CH:11]=[CH:10][C:9]=13)[O:17][C:22](=[O:23])[CH2:21][C:20]2([CH3:26])[CH3:19]. Given the reactants CS(O)(=O)=O.[CH3:6][C:7]1[CH:16]=[C:15]([OH:17])[C:14]2[C:9](=[CH:10][CH:11]=[CH:12][CH:13]=2)[C:8]=1[OH:18].[CH3:19][C:20]([CH3:26])=[CH:21][C:22](OC)=[O:23], predict the reaction product. (8) Given the reactants [CH:1]1([NH:5][C:6](=[O:27])[C:7]2[CH:12]=[C:11]([O:13][C:14]3[C:19]([CH3:20])=[CH:18][C:17]([N+:21]([O-:23])=[O:22])=[CH:16][C:15]=3[CH3:24])[CH:10]=[CH:9][C:8]=2[O:25][CH3:26])[CH2:4][CH2:3][CH2:2]1.[H-].[Na+].I[CH3:31].O, predict the reaction product. The product is: [CH:1]1([N:5]([CH3:31])[C:6](=[O:27])[C:7]2[CH:12]=[C:11]([O:13][C:14]3[C:19]([CH3:20])=[CH:18][C:17]([N+:21]([O-:23])=[O:22])=[CH:16][C:15]=3[CH3:24])[CH:10]=[CH:9][C:8]=2[O:25][CH3:26])[CH2:4][CH2:3][CH2:2]1. (9) Given the reactants [Cl:1][C:2]1[C:13]([O:14][CH:15]([CH3:17])[CH3:16])=[N:12][C:11]([C:18]2[CH:19]=[N:20][N:21]([CH3:23])[CH:22]=2)=[CH:10][C:3]=1[C:4]([O:6]C(C)C)=O.[OH-].[Na+].C(N(CC)CC)C.F[P-](F)(F)(F)(F)F.N1(OC(N(C)C)=[N+](C)C)C2N=CC=CC=2N=N1.Cl.[NH2:58][CH2:59][C:60]1[C:61](=[O:68])[NH:62][C:63]([CH3:67])=[CH:64][C:65]=1[CH3:66], predict the reaction product. The product is: [Cl:1][C:2]1[C:13]([O:14][CH:15]([CH3:16])[CH3:17])=[N:12][C:11]([C:18]2[CH:19]=[N:20][N:21]([CH3:23])[CH:22]=2)=[CH:10][C:3]=1[C:4]([NH:58][CH2:59][C:60]1[C:61](=[O:68])[NH:62][C:63]([CH3:67])=[CH:64][C:65]=1[CH3:66])=[O:6]. (10) Given the reactants [CH3:1][CH2:2][CH2:3][CH2:4][Sn:5]([C:14]1[S:18][C:17]([NH:19][C:20]([O:22][C:23]([CH3:26])([CH3:25])[CH3:24])=[O:21])=[N:16][CH:15]=1)([CH2:10][CH2:11][CH2:12][CH3:13])[CH2:6][CH2:7][CH2:8][CH3:9].[H-].[Na+].I[CH2:30][CH2:31][CH3:32], predict the reaction product. The product is: [CH2:30]([N:19]([C:17]1[S:18][C:14]([Sn:5]([CH2:6][CH2:7][CH2:8][CH3:9])([CH2:4][CH2:3][CH2:2][CH3:1])[CH2:10][CH2:11][CH2:12][CH3:13])=[CH:15][N:16]=1)[C:20](=[O:21])[O:22][C:23]([CH3:26])([CH3:25])[CH3:24])[CH2:31][CH3:32].